From a dataset of NCI-60 drug combinations with 297,098 pairs across 59 cell lines. Regression. Given two drug SMILES strings and cell line genomic features, predict the synergy score measuring deviation from expected non-interaction effect. (1) Drug 1: CC12CCC(CC1=CCC3C2CCC4(C3CC=C4C5=CN=CC=C5)C)O. Drug 2: C1=CN(C=N1)CC(O)(P(=O)(O)O)P(=O)(O)O. Cell line: SF-268. Synergy scores: CSS=15.5, Synergy_ZIP=0.174, Synergy_Bliss=7.28, Synergy_Loewe=5.07, Synergy_HSA=5.92. (2) Drug 1: C1=CC(=C2C(=C1NCCNCCO)C(=O)C3=C(C=CC(=C3C2=O)O)O)NCCNCCO. Drug 2: CC(C)CN1C=NC2=C1C3=CC=CC=C3N=C2N. Cell line: RXF 393. Synergy scores: CSS=23.1, Synergy_ZIP=0.931, Synergy_Bliss=0.458, Synergy_Loewe=-10.3, Synergy_HSA=-0.413. (3) Drug 1: CC1C(C(CC(O1)OC2CC(OC(C2O)C)OC3=CC4=CC5=C(C(=O)C(C(C5)C(C(=O)C(C(C)O)O)OC)OC6CC(C(C(O6)C)O)OC7CC(C(C(O7)C)O)OC8CC(C(C(O8)C)O)(C)O)C(=C4C(=C3C)O)O)O)O. Drug 2: CC1C(C(CC(O1)OC2CC(CC3=C2C(=C4C(=C3O)C(=O)C5=C(C4=O)C(=CC=C5)OC)O)(C(=O)CO)O)N)O.Cl. Cell line: M14. Synergy scores: CSS=58.1, Synergy_ZIP=4.73, Synergy_Bliss=6.19, Synergy_Loewe=-4.00, Synergy_HSA=6.46. (4) Drug 2: C1CN(P(=O)(OC1)NCCCl)CCCl. Drug 1: CCC1=CC2CC(C3=C(CN(C2)C1)C4=CC=CC=C4N3)(C5=C(C=C6C(=C5)C78CCN9C7C(C=CC9)(C(C(C8N6C)(C(=O)OC)O)OC(=O)C)CC)OC)C(=O)OC.C(C(C(=O)O)O)(C(=O)O)O. Synergy scores: CSS=19.6, Synergy_ZIP=-3.99, Synergy_Bliss=-1.29, Synergy_Loewe=-36.3, Synergy_HSA=-0.561. Cell line: SNB-75. (5) Drug 1: CC1=C(C=C(C=C1)NC(=O)C2=CC=C(C=C2)CN3CCN(CC3)C)NC4=NC=CC(=N4)C5=CN=CC=C5. Drug 2: C1CN1C2=NC(=NC(=N2)N3CC3)N4CC4. Cell line: SF-268. Synergy scores: CSS=12.7, Synergy_ZIP=-8.00, Synergy_Bliss=0.0339, Synergy_Loewe=-19.3, Synergy_HSA=-3.84. (6) Drug 1: CC(C)NC(=O)C1=CC=C(C=C1)CNNC.Cl. Drug 2: C(CCl)NC(=O)N(CCCl)N=O. Cell line: NCIH23. Synergy scores: CSS=-0.118, Synergy_ZIP=-4.76, Synergy_Bliss=-10.5, Synergy_Loewe=-2.68, Synergy_HSA=-8.30. (7) Drug 1: CN(C)N=NC1=C(NC=N1)C(=O)N. Drug 2: CN(CCCl)CCCl.Cl. Cell line: UACC62. Synergy scores: CSS=-1.61, Synergy_ZIP=9.29, Synergy_Bliss=-5.13, Synergy_Loewe=-7.14, Synergy_HSA=-7.11.